Dataset: Full USPTO retrosynthesis dataset with 1.9M reactions from patents (1976-2016). Task: Predict the reactants needed to synthesize the given product. (1) Given the product [CH2:1]([O:8][C:12]1[CH:17]=[C:16]([Cl:18])[CH:15]=[CH:14][N:13]=1)[C:2]1[CH:7]=[CH:6][CH:5]=[CH:4][CH:3]=1, predict the reactants needed to synthesize it. The reactants are: [CH2:1]([OH:8])[C:2]1[CH:7]=[CH:6][CH:5]=[CH:4][CH:3]=1.[H-].[Na+].Cl[C:12]1[CH:17]=[C:16]([Cl:18])[CH:15]=[CH:14][N:13]=1. (2) Given the product [Br-:1].[F:23][C:20]1[CH:19]=[CH:18][C:17]([N:16]2[C:15](=[O:24])[CH:14]([CH2:25][CH2:26][CH:27]([C:29]3[CH:34]=[CH:33][C:32]([F:35])=[CH:31][CH:30]=3)[OH:28])[CH:13]2[C:10]2[CH:9]=[CH:8][C:7]([O:6][CH2:5][C:4]3[CH:36]=[CH:37][C:38]([CH2:48][N+:42]45[CH2:47][CH2:46][N:45]([CH2:44][CH2:43]4)[CH2:40][CH2:41]5)=[CH:39][CH:3]=3)=[CH:12][CH:11]=2)=[CH:22][CH:21]=1, predict the reactants needed to synthesize it. The reactants are: [Br:1]C[C:3]1[CH:39]=[CH:38][CH:37]=[CH:36][C:4]=1[CH2:5][O:6][C:7]1[CH:12]=[CH:11][C:10]([CH:13]2[N:16]([C:17]3[CH:22]=[CH:21][C:20]([F:23])=[CH:19][CH:18]=3)[C:15](=[O:24])[CH:14]2[CH2:25][CH2:26][CH:27]([C:29]2[CH:34]=[CH:33][C:32]([F:35])=[CH:31][CH:30]=2)[OH:28])=[CH:9][CH:8]=1.[CH2:40]1[N:45]2[CH2:46][CH2:47][N:42]([CH2:43][CH2:44]2)[CH2:41]1.[C:48]1(C)C=CC=CC=1. (3) Given the product [O:26]=[S:27]1(=[O:51])[CH2:28][CH2:29][CH:30]([O:33][C:34]2[CH:41]=[CH:40][C:39]([C:2]3[N:3]=[C:4]([NH:8][C:9]4[CH:14]=[CH:13][C:12]([N:15]5[CH2:20][CH2:19][N:18]([CH:21]6[CH2:24][O:23][CH2:22]6)[CH2:17][CH2:16]5)=[C:11]([F:25])[CH:10]=4)[N:5]=[CH:6][N:7]=3)=[CH:38][C:35]=2[C:36]#[N:37])[CH2:31][CH2:32]1, predict the reactants needed to synthesize it. The reactants are: Cl[C:2]1[N:7]=[CH:6][N:5]=[C:4]([NH:8][C:9]2[CH:14]=[CH:13][C:12]([N:15]3[CH2:20][CH2:19][N:18]([CH:21]4[CH2:24][O:23][CH2:22]4)[CH2:17][CH2:16]3)=[C:11]([F:25])[CH:10]=2)[N:3]=1.[O:26]=[S:27]1(=[O:51])[CH2:32][CH2:31][CH:30]([O:33][C:34]2[CH:41]=[CH:40][C:39](B3OC(C)(C)C(C)(C)O3)=[CH:38][C:35]=2[C:36]#[N:37])[CH2:29][CH2:28]1.C(=O)([O-])[O-].[Na+].[Na+].